This data is from Catalyst prediction with 721,799 reactions and 888 catalyst types from USPTO. The task is: Predict which catalyst facilitates the given reaction. Reactant: C[O:2][C:3]([C:5]1[S:6][C:7]([C:27]#[C:28][C:29]([CH3:32])([CH3:31])[CH3:30])=[CH:8][C:9]=1[N:10]([C:17](=[O:26])[C:18]1[CH:23]=[CH:22][C:21]([Cl:24])=[CH:20][C:19]=1[Cl:25])[CH:11]1[CH2:16][CH2:15][O:14][CH2:13][CH2:12]1)=[O:4].O.O.[OH-].[Li+]. Product: [Cl:25][C:19]1[CH:20]=[C:21]([Cl:24])[CH:22]=[CH:23][C:18]=1[C:17]([N:10]([CH:11]1[CH2:16][CH2:15][O:14][CH2:13][CH2:12]1)[C:9]1[CH:8]=[C:7]([C:27]#[C:28][C:29]([CH3:32])([CH3:31])[CH3:30])[S:6][C:5]=1[C:3]([OH:4])=[O:2])=[O:26]. The catalyst class is: 1.